Dataset: Peptide-MHC class II binding affinity with 134,281 pairs from IEDB. Task: Regression. Given a peptide amino acid sequence and an MHC pseudo amino acid sequence, predict their binding affinity value. This is MHC class II binding data. (1) The peptide sequence is IVPPADKYRTFVATF. The MHC is DRB1_0401 with pseudo-sequence DRB1_0401. The binding affinity (normalized) is 0.575. (2) The peptide sequence is SIRAANVMAASLRKA. The MHC is DRB3_0202 with pseudo-sequence DRB3_0202. The binding affinity (normalized) is 0.542. (3) The peptide sequence is IHKASTVLAFPAGVC. The MHC is HLA-DPA10201-DPB10501 with pseudo-sequence HLA-DPA10201-DPB10501. The binding affinity (normalized) is 0.347. (4) The MHC is HLA-DQA10104-DQB10503 with pseudo-sequence HLA-DQA10104-DQB10503. The binding affinity (normalized) is 0.0182. The peptide sequence is IFKISKTVSEGAVDI. (5) The peptide sequence is GNFERISGDLKTQID. The MHC is DRB3_0101 with pseudo-sequence DRB3_0101. The binding affinity (normalized) is 0.402. (6) The peptide sequence is AAPLSWSKDIYNYME. The MHC is DRB1_1602 with pseudo-sequence DRB1_1602. The binding affinity (normalized) is 0.158. (7) The peptide sequence is VNMVRRGVRSLSNKI. The MHC is DRB3_0202 with pseudo-sequence DRB3_0202. The binding affinity (normalized) is 0.501. (8) The peptide sequence is ALEDDLLNRNNSFKP. The MHC is HLA-DQA10301-DQB10302 with pseudo-sequence HLA-DQA10301-DQB10302. The binding affinity (normalized) is 0.0527. (9) The MHC is DRB5_0101 with pseudo-sequence DRB5_0101. The peptide sequence is TNTFVLKKEVSETQH. The binding affinity (normalized) is 0.215.